Dataset: NCI-60 drug combinations with 297,098 pairs across 59 cell lines. Task: Regression. Given two drug SMILES strings and cell line genomic features, predict the synergy score measuring deviation from expected non-interaction effect. (1) Drug 1: CC1=CC=C(C=C1)C2=CC(=NN2C3=CC=C(C=C3)S(=O)(=O)N)C(F)(F)F. Drug 2: COC1=C2C(=CC3=C1OC=C3)C=CC(=O)O2. Cell line: RXF 393. Synergy scores: CSS=-3.00, Synergy_ZIP=6.83, Synergy_Bliss=-0.0641, Synergy_Loewe=-0.139, Synergy_HSA=-1.75. (2) Drug 1: CN1CCC(CC1)COC2=C(C=C3C(=C2)N=CN=C3NC4=C(C=C(C=C4)Br)F)OC. Drug 2: C1CN(P(=O)(OC1)NCCCl)CCCl. Cell line: SF-268. Synergy scores: CSS=-7.92, Synergy_ZIP=2.34, Synergy_Bliss=-4.21, Synergy_Loewe=-7.35, Synergy_HSA=-7.56. (3) Drug 1: CC1=CC2C(CCC3(C2CCC3(C(=O)C)OC(=O)C)C)C4(C1=CC(=O)CC4)C. Drug 2: C1C(C(OC1N2C=NC3=C(N=C(N=C32)Cl)N)CO)O. Cell line: MALME-3M. Synergy scores: CSS=1.88, Synergy_ZIP=1.23, Synergy_Bliss=1.58, Synergy_Loewe=-11.3, Synergy_HSA=-3.01. (4) Drug 1: CNC(=O)C1=NC=CC(=C1)OC2=CC=C(C=C2)NC(=O)NC3=CC(=C(C=C3)Cl)C(F)(F)F. Drug 2: CC1C(C(CC(O1)OC2CC(CC3=C2C(=C4C(=C3O)C(=O)C5=CC=CC=C5C4=O)O)(C(=O)C)O)N)O. Cell line: SK-OV-3. Synergy scores: CSS=37.2, Synergy_ZIP=-0.0511, Synergy_Bliss=1.30, Synergy_Loewe=-19.3, Synergy_HSA=3.38. (5) Synergy scores: CSS=58.9, Synergy_ZIP=-4.28, Synergy_Bliss=-5.28, Synergy_Loewe=-29.1, Synergy_HSA=-2.97. Drug 2: C(CCl)NC(=O)N(CCCl)N=O. Drug 1: C1CN1C2=NC(=NC(=N2)N3CC3)N4CC4. Cell line: NCIH23. (6) Drug 1: C1CC(C1)(C(=O)O)C(=O)O.[NH2-].[NH2-].[Pt+2]. Drug 2: C1=NNC2=C1C(=O)NC=N2. Cell line: MDA-MB-231. Synergy scores: CSS=0.266, Synergy_ZIP=0.690, Synergy_Bliss=2.10, Synergy_Loewe=-0.341, Synergy_HSA=0.0876. (7) Cell line: HOP-92. Drug 1: COC1=C(C=C2C(=C1)N=CN=C2NC3=CC(=C(C=C3)F)Cl)OCCCN4CCOCC4. Drug 2: CC12CCC3C(C1CCC2=O)CC(=C)C4=CC(=O)C=CC34C. Synergy scores: CSS=40.6, Synergy_ZIP=-1.74, Synergy_Bliss=0.468, Synergy_Loewe=1.90, Synergy_HSA=2.17. (8) Synergy scores: CSS=5.79, Synergy_ZIP=0.452, Synergy_Bliss=5.62, Synergy_Loewe=-1.67, Synergy_HSA=1.52. Drug 1: CC1=CC=C(C=C1)C2=CC(=NN2C3=CC=C(C=C3)S(=O)(=O)N)C(F)(F)F. Drug 2: CC1=C(C(=CC=C1)Cl)NC(=O)C2=CN=C(S2)NC3=CC(=NC(=N3)C)N4CCN(CC4)CCO. Cell line: NCI-H226.